Task: Regression. Given two drug SMILES strings and cell line genomic features, predict the synergy score measuring deviation from expected non-interaction effect.. Dataset: Merck oncology drug combination screen with 23,052 pairs across 39 cell lines (1) Drug 1: COC12C(COC(N)=O)C3=C(C(=O)C(C)=C(N)C3=O)N1CC1NC12. Drug 2: COC1CC2CCC(C)C(O)(O2)C(=O)C(=O)N2CCCCC2C(=O)OC(C(C)CC2CCC(OP(C)(C)=O)C(OC)C2)CC(=O)C(C)C=C(C)C(O)C(OC)C(=O)C(C)CC(C)C=CC=CC=C1C. Cell line: EFM192B. Synergy scores: synergy=16.8. (2) Drug 1: O=c1[nH]cc(F)c(=O)[nH]1. Drug 2: COC1CC2CCC(C)C(O)(O2)C(=O)C(=O)N2CCCCC2C(=O)OC(C(C)CC2CCC(OP(C)(C)=O)C(OC)C2)CC(=O)C(C)C=C(C)C(O)C(OC)C(=O)C(C)CC(C)C=CC=CC=C1C. Cell line: HT144. Synergy scores: synergy=4.92. (3) Drug 1: NC(=O)c1cccc2cn(-c3ccc(C4CCCNC4)cc3)nc12. Drug 2: Cn1cc(-c2cnn3c(N)c(Br)c(C4CCCNC4)nc23)cn1. Cell line: OV90. Synergy scores: synergy=7.28. (4) Drug 1: COC1CC2CCC(C)C(O)(O2)C(=O)C(=O)N2CCCCC2C(=O)OC(C(C)CC2CCC(OP(C)(C)=O)C(OC)C2)CC(=O)C(C)C=C(C)C(O)C(OC)C(=O)C(C)CC(C)C=CC=CC=C1C. Synergy scores: synergy=16.4. Drug 2: CNC(=O)c1cc(Oc2ccc(NC(=O)Nc3ccc(Cl)c(C(F)(F)F)c3)cc2)ccn1. Cell line: UWB1289BRCA1. (5) Drug 1: CCN(CC)CCNC(=O)c1c(C)[nH]c(C=C2C(=O)Nc3ccc(F)cc32)c1C. Drug 2: CNC(=O)c1cc(Oc2ccc(NC(=O)Nc3ccc(Cl)c(C(F)(F)F)c3)cc2)ccn1. Cell line: CAOV3. Synergy scores: synergy=-6.61.